This data is from NCI-60 drug combinations with 297,098 pairs across 59 cell lines. The task is: Regression. Given two drug SMILES strings and cell line genomic features, predict the synergy score measuring deviation from expected non-interaction effect. (1) Drug 2: CC12CCC3C(C1CCC2O)C(CC4=C3C=CC(=C4)O)CCCCCCCCCS(=O)CCCC(C(F)(F)F)(F)F. Synergy scores: CSS=3.61, Synergy_ZIP=-3.83, Synergy_Bliss=0.310, Synergy_Loewe=-12.5, Synergy_HSA=-1.79. Drug 1: C1=CN(C(=O)N=C1N)C2C(C(C(O2)CO)O)O.Cl. Cell line: MDA-MB-435. (2) Drug 1: C1CC(=O)NC(=O)C1N2CC3=C(C2=O)C=CC=C3N. Drug 2: C1=CN(C=N1)CC(O)(P(=O)(O)O)P(=O)(O)O. Cell line: SR. Synergy scores: CSS=8.07, Synergy_ZIP=-9.16, Synergy_Bliss=-15.0, Synergy_Loewe=-9.78, Synergy_HSA=-8.75.